From a dataset of Forward reaction prediction with 1.9M reactions from USPTO patents (1976-2016). Predict the product of the given reaction. (1) Given the reactants C([O:3][C:4]([CH:6]1[CH2:8][CH:7]1[C:9]1[CH:14]=[CH:13][CH:12]=[C:11]([C:15]([F:18])([F:17])[F:16])[CH:10]=1)=O)C.[H-].[Al+3].[Li+].[H-].[H-].[H-], predict the reaction product. The product is: [F:16][C:15]([F:17])([F:18])[C:11]1[CH:10]=[C:9]([CH:7]2[CH2:8][CH:6]2[CH2:4][OH:3])[CH:14]=[CH:13][CH:12]=1. (2) Given the reactants [CH2:1]([O:8][C:9]1[CH:14]=[CH:13][C:12]([OH:15])=[CH:11][CH:10]=1)[C:2]1[CH:7]=[CH:6][CH:5]=[CH:4][CH:3]=1.N1C=CN=C1.[C:21]([Si:25](Cl)([CH3:27])[CH3:26])([CH3:24])([CH3:23])[CH3:22], predict the reaction product. The product is: [CH2:1]([O:8][C:9]1[CH:10]=[CH:11][C:12]([O:15][Si:25]([C:21]([CH3:24])([CH3:23])[CH3:22])([CH3:27])[CH3:26])=[CH:13][CH:14]=1)[C:2]1[CH:3]=[CH:4][CH:5]=[CH:6][CH:7]=1. (3) Given the reactants [Si]([O:8][CH:9]1[C:14]2[CH:15]=[C:16]([C:18](=[N:20][OH:21])[NH2:19])[S:17][C:13]=2[CH2:12][CH2:11][CH2:10]1)(C(C)(C)C)(C)C.[CH2:22]([C:26]1[CH:34]=[CH:33][C:29]([C:30](O)=O)=[CH:28][CH:27]=1)[CH:23]([CH3:25])[CH3:24].C1(N=C=NC2CCCCC2)CCCCC1.[F-].C([N+](CCCC)(CCCC)CCCC)CCC, predict the reaction product. The product is: [CH2:22]([C:26]1[CH:27]=[CH:28][C:29]([C:30]2[O:21][N:20]=[C:18]([C:16]3[S:17][C:13]4[CH2:12][CH2:11][CH2:10][CH:9]([OH:8])[C:14]=4[CH:15]=3)[N:19]=2)=[CH:33][CH:34]=1)[CH:23]([CH3:25])[CH3:24]. (4) The product is: [CH:35]1([C@H:27]([NH:26][C:24]([C:23]2[CH:22]=[CH:21][C:20]([C:41]3[CH:42]=[CH:43][C:44]([O:47][CH3:48])=[CH:45][CH:46]=3)=[CH:19][C:18]=2[NH:17][C:15]([NH:14][C:3]2[C:2]([Cl:1])=[CH:7][C:6]([O:8][C:9]([F:10])([F:12])[F:11])=[CH:5][C:4]=2[Cl:13])=[O:16])=[O:25])[C:28]([O:30][C:31]([CH3:32])([CH3:33])[CH3:34])=[O:29])[CH2:40][CH2:39][CH2:38][CH2:37][CH2:36]1. Given the reactants [Cl:1][C:2]1[CH:7]=[C:6]([O:8][C:9]([F:12])([F:11])[F:10])[CH:5]=[C:4]([Cl:13])[C:3]=1[N:14]=[C:15]=[O:16].[NH2:17][C:18]1[CH:19]=[C:20]([C:41]2[CH:46]=[CH:45][C:44]([O:47][CH3:48])=[CH:43][CH:42]=2)[CH:21]=[CH:22][C:23]=1[C:24]([NH:26][C@@H:27]([CH:35]1[CH2:40][CH2:39][CH2:38][CH2:37][CH2:36]1)[C:28]([O:30][C:31]([CH3:34])([CH3:33])[CH3:32])=[O:29])=[O:25].CCCCCC.C(OCC)(=O)C, predict the reaction product.